This data is from Forward reaction prediction with 1.9M reactions from USPTO patents (1976-2016). The task is: Predict the product of the given reaction. (1) Given the reactants C[O:2][C:3]1[C:8]([O:9][CH3:10])=[CH:7][CH:6]=[CH:5][C:4]=1[C:11]1[C:12](N)=[N:13][C:14]([CH3:17])=[CH:15][CH:16]=1.C(ON=O)(C)(C)C, predict the reaction product. The product is: [CH3:10][O:9][C:8]1[C:3]2[O:2][C:12]3[C:11]([C:4]=2[CH:5]=[CH:6][CH:7]=1)=[CH:16][CH:15]=[C:14]([CH3:17])[N:13]=3. (2) Given the reactants [C:1]([BH3-])#[N:2].[Na+].[ClH:5].N[CH:7]([CH3:37])[CH2:8][C:9]([NH:11][C:12]1[CH:17]=[CH:16][CH:15]=[C:14]([C:18]2[CH:23]=[CH:22][N:21]=[C:20]([NH:24][CH2:25][CH2:26][C:27]3[CH:32]=[CH:31][C:30]([O:33][CH3:34])=[C:29]([O:35][CH3:36])[CH:28]=3)[N:19]=2)[CH:13]=1)=[O:10].C=O.[CH2:40](N(CC)CC)C, predict the reaction product. The product is: [ClH:5].[CH3:36][O:35][C:29]1[CH:28]=[C:27]([CH2:26][CH2:25][NH:24][C:20]2[N:19]=[C:18]([C:14]3[CH:13]=[C:12]([NH:11][C:9](=[O:10])[CH2:8][CH:7]([N:2]([CH3:1])[CH3:40])[CH3:37])[CH:17]=[CH:16][CH:15]=3)[CH:23]=[CH:22][N:21]=2)[CH:32]=[CH:31][C:30]=1[O:33][CH3:34]. (3) Given the reactants [N:1]([C:4]1[C:5]2[NH:12][CH:11]=[C:10]([C@@H:13]3[N:17]([C:18]([O:20][C:21]([CH3:24])([CH3:23])[CH3:22])=[O:19])[C@H:16]([CH2:25][OH:26])[C@H:15]4[O:27][C:28]([CH3:31])([CH3:30])[O:29][C@@H:14]34)[C:6]=2[N:7]=[CH:8][N:9]=1)=[N+:2]=[N-:3].[C:32]([NH:35][C@@H:36]1[C@@H:41]([NH:42][C:43]([O:45][C:46](C)([CH3:48])[CH3:47])=[O:44])[CH2:40][C:39]([C:50](O)=[O:51])=[CH:38][C@H:37]1[O:53][CH:54]([CH2:57][CH3:58])[CH2:55][CH3:56])(=[O:34])[CH3:33].Cl.CN(C)CCCN=C=NCC, predict the reaction product. The product is: [C:32]([NH:35][C@@H:36]1[C@@H:41]([NH:42][C:43]([O:45][CH:46]([CH3:48])[CH3:47])=[O:44])[CH2:40][C:39]([C:50]([O:26][CH2:25][C@H:16]2[N:17]([C:18]([O:20][C:21]([CH3:24])([CH3:23])[CH3:22])=[O:19])[C@@H:13]([C:10]3[C:6]4[N:7]=[CH:8][N:9]=[C:4]([N:1]=[N+:2]=[N-:3])[C:5]=4[NH:12][CH:11]=3)[C@@H:14]3[O:29][C:28]([CH3:31])([CH3:30])[O:27][C@H:15]23)=[O:51])=[CH:38][C@H:37]1[O:53][CH:54]([CH2:55][CH3:56])[CH2:57][CH3:58])(=[O:34])[CH3:33]. (4) Given the reactants [CH3:1][C@:2]1([NH:21][C:22]2[CH:27]=[N:26][C:25]([C:28]([F:31])([F:30])[F:29])=[CH:24][N:23]=2)[CH2:6][CH2:5][CH2:4][C@@H:3]1[NH:7][C:8]([C:10]1[C:15]([N:16]2N=[CH:19][CH:18]=[N:17]2)=[CH:14][CH:13]=[CH:12][N:11]=1)=[O:9].[CH3:32][C@]1(NC2C=NC(C(F)(F)F)=CN=2)CCC[C@@H]1N.N1(C2C(C(O)=O)=NC=CC=2)C=CC=N1, predict the reaction product. The product is: [CH3:1][C@:2]1([NH:21][C:22]2[CH:27]=[N:26][C:25]([C:28]([F:29])([F:30])[F:31])=[CH:24][N:23]=2)[CH2:6][CH2:5][CH2:4][C@@H:3]1[NH:7][C:8]([C:10]1[C:15]([N:16]2[CH:32]=[CH:19][CH:18]=[N:17]2)=[CH:14][CH:13]=[CH:12][N:11]=1)=[O:9]. (5) Given the reactants N#N.[CH3:18][C:13]1([CH3:19])[C:14]([CH3:17])([CH3:16])[O:15][B:11]([B:11]2[O:15][C:14]([CH3:17])([CH3:16])[C:13]([CH3:19])([CH3:18])[O:12]2)[O:12]1.[C:21]([C:25]1[CH:54]=[CH:53][C:28]([C:29]([NH:31][C@@H:32]([CH2:38][C:39]2[CH:44]=[CH:43][C:42](OS(C(F)(F)F)(=O)=O)=[CH:41][CH:40]=2)[CH2:33][C:34]([O:36][CH3:37])=[O:35])=[O:30])=[CH:27][CH:26]=1)([CH3:24])([CH3:23])[CH3:22].CC([O-])=O.[K+], predict the reaction product. The product is: [C:21]([C:25]1[CH:54]=[CH:53][C:28]([C:29]([NH:31][C@@H:32]([CH2:38][C:39]2[CH:44]=[CH:43][C:42]([B:11]3[O:12][C:13]([CH3:18])([CH3:19])[C:14]([CH3:16])([CH3:17])[O:15]3)=[CH:41][CH:40]=2)[CH2:33][C:34]([O:36][CH3:37])=[O:35])=[O:30])=[CH:27][CH:26]=1)([CH3:24])([CH3:22])[CH3:23]. (6) Given the reactants [CH3:1][O:2][C:3]1[CH:4]=[C:5]([CH:11]([N:20]2[CH2:28][C:27]3[C:22](=[CH:23][CH:24]=[CH:25][C:26]=3[N:29]3[CH2:34][CH2:33][N:32]([CH2:35][CH3:36])[CH2:31][CH2:30]3)[C:21]2=[O:37])[CH2:12][CH2:13][CH2:14]OS(C)(=O)=O)[CH:6]=[CH:7][C:8]=1[O:9][CH3:10].CC([O-])(C)C.[Na+].O, predict the reaction product. The product is: [CH3:1][O:2][C:3]1[CH:4]=[C:5]([C@@H:11]2[N:20]3[C:21](=[O:37])[C:22]4[C:27]([C@H:28]3[CH2:14][CH2:13][CH2:12]2)=[C:26]([N:29]2[CH2:30][CH2:31][N:32]([CH2:35][CH3:36])[CH2:33][CH2:34]2)[CH:25]=[CH:24][CH:23]=4)[CH:6]=[CH:7][C:8]=1[O:9][CH3:10]. (7) Given the reactants [Mg].[Cl:2][C:3]1[CH:8]=[CH:7][C:6]([C:9]2[CH2:14][CH2:13][N:12]([C:15]([O:17][C:18]([CH3:21])([CH3:20])[CH3:19])=[O:16])[CH2:11][C:10]=2[C:22]([O:24][CH2:25][CH3:26])=[O:23])=[CH:5][CH:4]=1.Cl, predict the reaction product. The product is: [Cl:2][C:3]1[CH:4]=[CH:5][C:6]([CH:9]2[CH2:14][CH2:13][N:12]([C:15]([O:17][C:18]([CH3:19])([CH3:20])[CH3:21])=[O:16])[CH2:11][CH:10]2[C:22]([O:24][CH2:25][CH3:26])=[O:23])=[CH:7][CH:8]=1. (8) Given the reactants [Si:1]([O:8][C@@H:9]1[CH2:25][C@H:24]2[C@@:12]([CH3:41])([C@@H:13]3[C@@H:21]([CH2:22][C@@H:23]2[O:26][Si:27]([C:30]([CH3:33])([CH3:32])[CH3:31])([CH3:29])[CH3:28])[C@H:20]2[C@@:16]([CH3:40])([C@@H:17]([C@@:34]([OH:39])([CH2:36][C:37]#[CH:38])[CH3:35])[CH2:18][CH2:19]2)[CH2:15][CH2:14]3)[CH2:11][CH2:10]1)([C:4]([CH3:7])([CH3:6])[CH3:5])([CH3:3])[CH3:2].C(N(C(C)C)CC)(C)C.Br[C:52]1[S:53][CH:54]=[CH:55][CH:56]=1, predict the reaction product. The product is: [Si:1]([O:8][C@@H:9]1[CH2:25][C@H:24]2[C@@:12]([CH3:41])([C@@H:13]3[C@@H:21]([CH2:22][C@@H:23]2[O:26][Si:27]([C:30]([CH3:31])([CH3:32])[CH3:33])([CH3:29])[CH3:28])[C@H:20]2[C@@:16]([CH3:40])([C@@H:17]([C@@:34]([OH:39])([CH2:36][C:37]#[C:38][C:52]4[S:53][CH:54]=[CH:55][CH:56]=4)[CH3:35])[CH2:18][CH2:19]2)[CH2:15][CH2:14]3)[CH2:11][CH2:10]1)([C:4]([CH3:7])([CH3:6])[CH3:5])([CH3:3])[CH3:2]. (9) Given the reactants Cl.[C:2]1([C:8]([CH:10]2[CH2:15][CH2:14][NH:13][CH2:12][CH2:11]2)=[O:9])[CH:7]=[CH:6][CH:5]=[CH:4][CH:3]=1.[CH3:16][C:17](OC(C)=O)=[O:18], predict the reaction product. The product is: [C:8]([CH:10]1[CH2:15][CH2:14][N:13]([C:17](=[O:18])[CH3:16])[CH2:12][CH2:11]1)(=[O:9])[C:2]1[CH:3]=[CH:4][CH:5]=[CH:6][CH:7]=1. (10) Given the reactants [CH3:1][NH:2][CH3:3].[CH3:4][O:5][C:6](=[O:21])[CH2:7][C:8]1[C:17]([Cl:18])=[CH:16][CH:15]=[C:14]2[C:9]=1[N:10]=[C:11]([CH:19]=O)[CH:12]=[N:13]2.[BH3-]C#N.[Na+].C(O)(=O)C.C([O-])(O)=O.[Na+], predict the reaction product. The product is: [CH3:4][O:5][C:6](=[O:21])[CH2:7][C:8]1[C:17]([Cl:18])=[CH:16][CH:15]=[C:14]2[C:9]=1[N:10]=[C:11]([CH2:19][N:2]([CH3:3])[CH3:1])[CH:12]=[N:13]2.